From a dataset of NCI-60 drug combinations with 297,098 pairs across 59 cell lines. Regression. Given two drug SMILES strings and cell line genomic features, predict the synergy score measuring deviation from expected non-interaction effect. Drug 1: CN1CCC(CC1)COC2=C(C=C3C(=C2)N=CN=C3NC4=C(C=C(C=C4)Br)F)OC. Drug 2: CCN(CC)CCCC(C)NC1=C2C=C(C=CC2=NC3=C1C=CC(=C3)Cl)OC. Synergy scores: CSS=6.45, Synergy_ZIP=1.74, Synergy_Bliss=-2.11, Synergy_Loewe=-11.1, Synergy_HSA=-8.35. Cell line: HS 578T.